Dataset: Reaction yield outcomes from USPTO patents with 853,638 reactions. Task: Predict the reaction yield, written as a fraction of the theoretical maximum amount of product (1.0 means a 100% yield; for example, 0.34 means a 34% yield). (1) The reactants are [NH:1]1[C:5]2[CH:6]=[CH:7][CH:8]=[CH:9][C:4]=2[N:3]=[C:2]1[C:10]1[C:11]([NH2:15])=[N:12][O:13][N:14]=1.[H-].[Na+].Cl.Cl[CH2:20][CH2:21][NH2:22].C(=O)([O-])O.[Na+]. The catalyst is CN(C)C=O. The product is [NH2:22][CH2:21][CH2:20][N:3]1[C:4]2[CH:9]=[CH:8][CH:7]=[CH:6][C:5]=2[N:1]=[C:2]1[C:10]1[C:11]([NH2:15])=[N:12][O:13][N:14]=1. The yield is 0.260. (2) The product is [Cl:2][C:3]1[CH:8]=[CH:7][C:6]([C:9]2[CH:14]=[CH:13][C:12]([C:15]([N:17]3[CH2:18][CH2:19][N:20]([C:29]([C:26]4([OH:25])[CH2:28][CH2:27]4)=[O:30])[CH2:21][CH2:22]3)=[O:16])=[C:11]([F:23])[CH:10]=2)=[C:5]([F:24])[CH:4]=1. The yield is 0.420. The catalyst is O.CN(C)C=O. The reactants are Cl.[Cl:2][C:3]1[CH:8]=[CH:7][C:6]([C:9]2[CH:14]=[CH:13][C:12]([C:15]([N:17]3[CH2:22][CH2:21][NH:20][CH2:19][CH2:18]3)=[O:16])=[C:11]([F:23])[CH:10]=2)=[C:5]([F:24])[CH:4]=1.[OH:25][C:26]1([C:29](O)=[O:30])[CH2:28][CH2:27]1.CN(C(ON1N=NC2C=CC=CC1=2)=[N+](C)C)C.F[P-](F)(F)(F)(F)F.CCN(C(C)C)C(C)C. (3) The reactants are [H-].[Na+].[CH2:3]([C@@H:10]([CH:25]=[CH2:26])[C@@H:11]([OH:24])[C@@H:12]([O:14][CH2:15][C:16]1[CH:21]=[CH:20][C:19]([O:22][CH3:23])=[CH:18][CH:17]=1)[CH3:13])[C:4]1[CH:9]=[CH:8][CH:7]=[CH:6][CH:5]=1.Br[CH2:28][CH2:29][O:30][CH3:31]. The catalyst is CN(C=O)C. The product is [CH2:3]([C@@H:10]([CH:25]=[CH2:26])[C@@H:11]([O:24][CH2:28][CH2:29][O:30][CH3:31])[C@@H:12]([O:14][CH2:15][C:16]1[CH:17]=[CH:18][C:19]([O:22][CH3:23])=[CH:20][CH:21]=1)[CH3:13])[C:4]1[CH:5]=[CH:6][CH:7]=[CH:8][CH:9]=1. The yield is 0.620. (4) The reactants are [CH:1]1[C:13]2[CH:12]([CH2:14][O:15][C:16]([N:18]([CH3:50])[C@H:19]([C:23]([NH:25][C@H:26]([C:30]([N:32]([C@@H:34]([C@@H:46]([CH3:49])[CH2:47][CH3:48])[C@H:35]([O:44][CH3:45])[CH2:36][C:37]([O:39]C(C)(C)C)=[O:38])[CH3:33])=[O:31])[CH:27]([CH3:29])[CH3:28])=[O:24])[CH:20]([CH3:22])[CH3:21])=[O:17])[C:11]3[C:6](=[CH:7][CH:8]=[CH:9][CH:10]=3)[C:5]=2[CH:4]=[CH:3][CH:2]=1.FC(F)(F)C(O)=O. The catalyst is ClCCl.C1(C)C=CC=CC=1. The product is [CH:10]1[C:11]2[CH:12]([CH2:14][O:15][C:16]([N:18]([CH3:50])[C@H:19]([C:23]([NH:25][C@H:26]([C:30]([N:32]([C@@H:34]([C@@H:46]([CH3:49])[CH2:47][CH3:48])[C@H:35]([O:44][CH3:45])[CH2:36][C:37]([OH:39])=[O:38])[CH3:33])=[O:31])[CH:27]([CH3:29])[CH3:28])=[O:24])[CH:20]([CH3:22])[CH3:21])=[O:17])[C:13]3[C:5](=[CH:4][CH:3]=[CH:2][CH:1]=3)[C:6]=2[CH:7]=[CH:8][CH:9]=1. The yield is 0.970.